This data is from Reaction yield outcomes from USPTO patents with 853,638 reactions. The task is: Predict the reaction yield, written as a fraction of the theoretical maximum amount of product (1.0 means a 100% yield; for example, 0.34 means a 34% yield). (1) The reactants are I[C:2]1[CH:10]=[CH:9][C:5]([C:6]([OH:8])=[O:7])=[CH:4][CH:3]=1.[O:11]1[CH:15]=[CH:14][CH:13]=[C:12]1B(O)O.C([O-])([O-])=O.[K+].[K+]. The catalyst is CN(C=O)C.O.C1C=CC([P]([Pd]([P](C2C=CC=CC=2)(C2C=CC=CC=2)C2C=CC=CC=2)([P](C2C=CC=CC=2)(C2C=CC=CC=2)C2C=CC=CC=2)[P](C2C=CC=CC=2)(C2C=CC=CC=2)C2C=CC=CC=2)(C2C=CC=CC=2)C2C=CC=CC=2)=CC=1. The product is [O:11]1[CH:15]=[CH:14][CH:13]=[C:12]1[C:2]1[CH:10]=[CH:9][C:5]([C:6]([OH:8])=[O:7])=[CH:4][CH:3]=1. The yield is 0.920. (2) The reactants are [OH:1][C:2]1[CH:34]=[CH:33][C:5]([O:6][C:7]2[N:12]=[C:11]([CH3:13])[C:10]([CH2:14][N:15]3[CH2:20][CH2:19][CH:18]([N:21]4[C@H:25]([C:26]5[CH:31]=[CH:30][CH:29]=[CH:28][CH:27]=5)[CH2:24][O:23][C:22]4=[O:32])[CH2:17][CH2:16]3)=[CH:9][CH:8]=2)=[CH:4][CH:3]=1.[C:35](Cl)(=[O:37])[CH3:36]. The catalyst is ClCCl. The product is [CH3:13][C:11]1[N:12]=[C:7]([O:6][C:5]2[CH:4]=[CH:3][C:2]([O:1][C:35](=[O:37])[CH3:36])=[CH:34][CH:33]=2)[CH:8]=[CH:9][C:10]=1[CH2:14][N:15]1[CH2:16][CH2:17][CH:18]([N:21]2[C@H:25]([C:26]3[CH:27]=[CH:28][CH:29]=[CH:30][CH:31]=3)[CH2:24][O:23][C:22]2=[O:32])[CH2:19][CH2:20]1. The yield is 0.670. (3) The reactants are [CH3:1][C:2]1([CH3:10])[CH2:7][CH:6]([CH3:8])[CH2:5][C:4](=[O:9])[CH2:3]1.C([O-])([O-])O[CH2:13][CH3:14].[H][H]. The catalyst is [C].[Pd].O.C1(C)C=CC(S(O)(=O)=O)=CC=1. The product is [CH2:13]([O:9][CH:4]1[CH2:5][CH:6]([CH3:8])[CH2:7][C:2]([CH3:10])([CH3:1])[CH2:3]1)[CH3:14]. The yield is 0.808. (4) The reactants are Cl.[CH3:2][O:3][C:4](=[O:8])[C@H:5]([CH3:7])[NH2:6].[C:9](O)(=[O:31])[CH2:10][CH2:11]/[CH:12]=[CH:13]\[CH2:14]/[CH:15]=[CH:16]\[CH2:17]/[CH:18]=[CH:19]\[CH2:20]/[CH:21]=[CH:22]\[CH2:23]/[CH:24]=[CH:25]\[CH2:26]/[CH:27]=[CH:28]\[CH2:29][CH3:30].CCN=C=NCCCN(C)C.CCN(C(C)C)C(C)C. The catalyst is CC#N.CCOC(C)=O. The product is [C:9]([NH:6][C@@H:5]([CH3:7])[C:4]([O:3][CH3:2])=[O:8])(=[O:31])[CH2:10][CH2:11]/[CH:12]=[CH:13]\[CH2:14]/[CH:15]=[CH:16]\[CH2:17]/[CH:18]=[CH:19]\[CH2:20]/[CH:21]=[CH:22]\[CH2:23]/[CH:24]=[CH:25]\[CH2:26]/[CH:27]=[CH:28]\[CH2:29][CH3:30]. The yield is 0.790. (5) The reactants are F[C:2]1[CH:3]=[C:4]([CH:7]=[CH:8][C:9]=1[N:10]1[C:18]2[CH2:17][C:16]([CH3:20])([CH3:19])[CH2:15][C:14](=[O:21])[C:13]=2[CH:12]=[C:11]1[CH3:22])[C:5]#[N:6].[CH2:23]([OH:27])[CH2:24][CH2:25][CH3:26].[H-].[Na+].CN(C=[O:34])C. The yield is 0.650. The product is [CH2:23]([O:27][C:2]1[CH:3]=[C:4]([CH:7]=[CH:8][C:9]=1[N:10]1[C:18]2[CH2:17][C:16]([CH3:20])([CH3:19])[CH2:15][C:14](=[O:21])[C:13]=2[CH:12]=[C:11]1[CH3:22])[C:5]([NH2:6])=[O:34])[CH2:24][CH2:25][CH3:26]. No catalyst specified. (6) The catalyst is O1CCCC1.O. The yield is 0.650. The product is [CH:7]1([CH2:6][CH:5]([C:12]2[CH:17]=[CH:16][C:15]([S:18]([CH3:21])(=[O:20])=[O:19])=[C:14]([C:22]([F:25])([F:23])[F:24])[CH:13]=2)[C:4]([OH:26])=[O:3])[CH2:11][CH2:10][CH2:9][CH2:8]1. The reactants are C([O:3][C:4](=[O:26])[CH:5]([C:12]1[CH:17]=[CH:16][C:15]([S:18]([CH3:21])(=[O:20])=[O:19])=[C:14]([C:22]([F:25])([F:24])[F:23])[CH:13]=1)[CH2:6][CH:7]1[CH2:11][CH2:10][CH2:9][CH2:8]1)C.[OH-].[Li+]. (7) The product is [Br:1][C:2]1[CH:7]=[CH:6][C:5]([CH2:8][C:9]([Cl:15])=[O:10])=[C:4]([F:12])[CH:3]=1. The yield is 0.970. The reactants are [Br:1][C:2]1[CH:7]=[CH:6][C:5]([CH2:8][C:9](O)=[O:10])=[C:4]([F:12])[CH:3]=1.S(Cl)([Cl:15])=O.CN(C=O)C. The catalyst is CC(=O)OCC.